From a dataset of Reaction yield outcomes from USPTO patents with 853,638 reactions. Predict the reaction yield, written as a fraction of the theoretical maximum amount of product (1.0 means a 100% yield; for example, 0.34 means a 34% yield). (1) The reactants are [Cl-].O[NH3+:3].[C:4](=[O:7])([O-])[OH:5].[Na+].CS(C)=O.[O:13]1[C:17]2[CH:18]=[CH:19][C:20]([N:22]3[C:27](=[O:28])[C:26]([CH2:29][C:30]4[CH:35]=[CH:34][C:33]([C:36]5[C:37]([C:42]#[N:43])=[CH:38][CH:39]=[CH:40][CH:41]=5)=[CH:32][C:31]=4[F:44])=[C:25]([CH2:45][CH2:46][CH3:47])[N:24]=[C:23]3[CH3:48])=[CH:21][C:16]=2[CH2:15][CH2:14]1. The catalyst is O.C(OCC)(=O)C. The product is [O:13]1[C:17]2[CH:18]=[CH:19][C:20]([N:22]3[C:27](=[O:28])[C:26]([CH2:29][C:30]4[CH:35]=[CH:34][C:33]([C:36]5[CH:41]=[CH:40][CH:39]=[CH:38][C:37]=5[C:42]5[NH:3][C:4](=[O:7])[O:5][N:43]=5)=[CH:32][C:31]=4[F:44])=[C:25]([CH2:45][CH2:46][CH3:47])[N:24]=[C:23]3[CH3:48])=[CH:21][C:16]=2[CH2:15][CH2:14]1. The yield is 0.480. (2) The reactants are B(Br)(Br)Br.[Cl:5][C:6]1[CH:15]=[C:14]2[C:9]([CH2:10][CH2:11][N:12]([C:17]3[CH:18]=[N:19][CH:20]=[CH:21][C:22]=3[CH3:23])[C:13]2=[O:16])=[CH:8][C:7]=1[O:24]C.CO. The catalyst is C(Cl)Cl.C(Cl)(Cl)Cl. The product is [Cl:5][C:6]1[CH:15]=[C:14]2[C:9]([CH2:10][CH2:11][N:12]([C:17]3[CH:18]=[N:19][CH:20]=[CH:21][C:22]=3[CH3:23])[C:13]2=[O:16])=[CH:8][C:7]=1[OH:24]. The yield is 0.704. (3) The reactants are [C:1]([C:4]1[CH:5]=[CH:6][C:7]([O:27][CH2:28][C:29]2[CH:34]=[CH:33][CH:32]=[CH:31][CH:30]=2)=[C:8]([CH:26]=1)[C:9]([NH:11][C:12]1[CH:17]=[C:16]([C:18]([F:21])([F:20])[F:19])[CH:15]=[C:14]([C:22]([F:25])([F:24])[F:23])[CH:13]=1)=[O:10])(=[O:3])[CH3:2].[Br-:35].[Br-].[Br-].C1([N+](C)(C)C)C=CC=CC=1.C1([N+](C)(C)C)C=CC=CC=1.C1([N+](C)(C)C)C=CC=CC=1.O. The catalyst is O1CCCC1. The product is [CH2:28]([O:27][C:7]1[CH:6]=[CH:5][C:4]([C:1](=[O:3])[CH2:2][Br:35])=[CH:26][C:8]=1[C:9]([NH:11][C:12]1[CH:17]=[C:16]([C:18]([F:20])([F:19])[F:21])[CH:15]=[C:14]([C:22]([F:25])([F:24])[F:23])[CH:13]=1)=[O:10])[C:29]1[CH:34]=[CH:33][CH:32]=[CH:31][CH:30]=1. The yield is 0.427.